Predict the reactants needed to synthesize the given product. From a dataset of Full USPTO retrosynthesis dataset with 1.9M reactions from patents (1976-2016). (1) Given the product [CH3:40][N:36]([S:33]([N:6]([CH2:5][C:4]([OH:41])=[O:3])[CH2:7][C:8]1[CH:13]=[CH:12][CH:11]=[C:10]([O:14][CH2:15][CH2:16][C:17]2[N:18]=[C:19]([C:23]3[CH:24]=[CH:25][C:26]([C:29]([F:31])([F:30])[F:32])=[CH:27][CH:28]=3)[O:20][C:21]=2[CH3:22])[CH:9]=1)(=[O:34])=[O:35])[CH2:37][C:38]#[CH:39], predict the reactants needed to synthesize it. The reactants are: C([O:3][C:4](=[O:41])[CH2:5][N:6]([S:33]([N:36]([CH3:40])[CH2:37][C:38]#[CH:39])(=[O:35])=[O:34])[CH2:7][C:8]1[CH:13]=[CH:12][CH:11]=[C:10]([O:14][CH2:15][CH2:16][C:17]2[N:18]=[C:19]([C:23]3[CH:28]=[CH:27][C:26]([C:29]([F:32])([F:31])[F:30])=[CH:25][CH:24]=3)[O:20][C:21]=2[CH3:22])[CH:9]=1)C.O.[OH-].[Li+]. (2) Given the product [C:1]([O:5][C:6]([N:8]1[C:16]2[C:11](=[CH:12][CH:13]=[C:14]([OH:17])[CH:15]=2)[C:10]([NH2:25])=[N:9]1)=[O:7])([CH3:4])([CH3:2])[CH3:3], predict the reactants needed to synthesize it. The reactants are: [C:1]([O:5][C:6]([N:8]1[C:16]2[C:11](=[CH:12][CH:13]=[C:14]([O:17][Si](C(C)(C)C)(C)C)[CH:15]=2)[C:10]([NH2:25])=[N:9]1)=[O:7])([CH3:4])([CH3:3])[CH3:2].CCCC[N+](CCCC)(CCCC)CCCC.[F-].O.C(Cl)Cl.CCOC(C)=O. (3) Given the product [F:20][C:17]1[CH:18]=[CH:19][C:14]([NH:13][C:11]([NH:10][C:8]([C:7]2[C:2]([OH:33])=[C:3]3[C:27]([CH3:28])=[N:26][N:25]([CH3:29])[C:4]3=[N:5][CH:6]=2)=[O:9])=[O:12])=[CH:15][C:16]=1[C:21]([F:24])([F:23])[F:22], predict the reactants needed to synthesize it. The reactants are: Cl[C:2]1[C:7]([C:8]([NH:10][C:11]([NH:13][C:14]2[CH:19]=[CH:18][C:17]([F:20])=[C:16]([C:21]([F:24])([F:23])[F:22])[CH:15]=2)=[O:12])=[O:9])=[CH:6][N:5]=[C:4]2[N:25]([CH3:29])[N:26]=[C:27]([CH3:28])[C:3]=12.C1C[O:33]CC1. (4) Given the product [CH2:1]([N:3]([CH2:28][CH3:29])[C:4]([C:6]1[CH:7]=[CH:8][C:9]2[C:10](=[C:20]3[CH2:25][CH2:24][N:23]([CH:26]=[N:42][C:43]4[CH:48]=[CH:47][CH:46]=[CH:45][CH:44]=4)[CH2:22][CH2:21]3)[C:11]3[C:16]([O:17][C:18]=2[CH:19]=1)=[CH:15][CH:14]=[CH:13][CH:12]=3)=[O:5])[CH3:2], predict the reactants needed to synthesize it. The reactants are: [CH2:1]([N:3]([CH2:28][CH3:29])[C:4]([C:6]1[CH:7]=[CH:8][C:9]2[C:10](=[C:20]3[CH2:25][CH2:24][N:23]([CH:26]=S)[CH2:22][CH2:21]3)[C:11]3[C:16]([O:17][C:18]=2[CH:19]=1)=[CH:15][CH:14]=[CH:13][CH:12]=3)=[O:5])[CH3:2].S(C1C=CC(C)=CC=1)(OC)(=O)=O.[NH2:42][C:43]1[CH:48]=[CH:47][CH:46]=[CH:45][CH:44]=1.Cl. (5) Given the product [CH3:13][C@@H:9]1[C:8]2([O:17][CH2:16][CH2:15][O:14]2)[CH2:7][CH2:6][C@@:5]2([C:18]3[CH:19]=[CH:20][CH:21]=[CH:22][CH:23]=3)[C@H:10]1[CH2:11][CH2:12][C:3]1[CH:2]=[N:35][C:33]([C:32]3[CH:36]=[CH:37][CH:38]=[CH:39][C:31]=3[OH:30])=[N:34][C:4]=12, predict the reactants needed to synthesize it. The reactants are: O/[CH:2]=[C:3]1\[C:4](=O)[C@:5]2([C:18]3[CH:23]=[CH:22][CH:21]=[CH:20][CH:19]=3)[C@@H:10]([CH2:11][CH2:12]\1)[C@H:9]([CH3:13])[C:8]1([O:17][CH2:16][CH2:15][O:14]1)[CH2:7][CH2:6]2.S(O)(O)(=O)=O.[OH:30][C:31]1[CH:39]=[CH:38][CH:37]=[CH:36][C:32]=1[C:33](=[NH:35])[NH2:34].N1CCCCC1. (6) Given the product [NH2:1][C:2]1[N:7]=[CH:6][N:5]=[C:4]2[N:8]([C@H:18]3[CH2:23][CH2:22][C@H:21]([N:24]4[CH2:25][CH2:26][N:27]([CH3:30])[CH2:28][CH2:29]4)[CH2:20][CH2:19]3)[N:9]=[C:10]([C:11]3[CH:16]=[CH:15][C:14]([O:17][C:32]4[CH:39]=[CH:38][CH:37]=[C:36]([NH:40][CH2:41][CH2:42][CH2:53][O:48][CH3:45])[C:33]=4[C:34]#[N:35])=[CH:13][CH:12]=3)[C:3]=12, predict the reactants needed to synthesize it. The reactants are: [NH2:1][C:2]1[N:7]=[CH:6][N:5]=[C:4]2[N:8]([C@H:18]3[CH2:23][CH2:22][C@H:21]([N:24]4[CH2:29][CH2:28][N:27]([CH3:30])[CH2:26][CH2:25]4)[CH2:20][CH2:19]3)[N:9]=[C:10]([C:11]3[CH:16]=[CH:15][C:14]([OH:17])=[CH:13][CH:12]=3)[C:3]=12.F[C:32]1[CH:39]=[CH:38][CH:37]=[C:36]([NH:40][CH2:41][CH2:42]OC)[C:33]=1[C:34]#[N:35].[C:45](=[O:48])([O-])[O-].[K+].[K+].[OH-].[Na+].[CH3:53]N(C)C=O.